From a dataset of Forward reaction prediction with 1.9M reactions from USPTO patents (1976-2016). Predict the product of the given reaction. (1) Given the reactants [CH2:1]([O:3][C:4](=[O:18])[C:5](=O)[CH2:6][C:7]1[CH:12]=[CH:11][C:10]([Cl:13])=[CH:9][C:8]=1[N+:14]([O-])=O)[CH3:2].CC(O)=O.Cl, predict the reaction product. The product is: [CH2:1]([O:3][C:4]([C:5]1[NH:14][C:8]2[C:7]([CH:6]=1)=[CH:12][CH:11]=[C:10]([Cl:13])[CH:9]=2)=[O:18])[CH3:2]. (2) Given the reactants [C:1](Cl)(Cl)=[S:2].[Br:5][C:6]1[CH:12]=[CH:11][C:9]([NH2:10])=[CH:8][CH:7]=1.[OH-].[Na+], predict the reaction product. The product is: [Br:5][C:6]1[CH:12]=[CH:11][C:9]([N:10]=[C:1]=[S:2])=[CH:8][CH:7]=1. (3) Given the reactants [CH3:1][CH:2]([CH3:13])[CH2:3][CH:4]1[C:9](=[O:10])[NH:8][C:7](=[O:11])[NH:6][C:5]1=[O:12].[Na].[C:15]([O:19][C:20]([NH:22][OH:23])=[O:21])([CH3:18])([CH3:17])[CH3:16].I([O-])(=O)(=O)=O.[Na+], predict the reaction product. The product is: [C:15]([O:19][C:20]([N:22]([OH:23])[C:4]1([CH2:3][CH:2]([CH3:13])[CH3:1])[C:5](=[O:12])[NH:6][C:7](=[O:11])[NH:8][C:9]1=[O:10])=[O:21])([CH3:18])([CH3:17])[CH3:16]. (4) Given the reactants [C-:1]#[N:2].[K+].Cl[CH2:5][C:6]1[CH:26]=[CH:25][C:9]([CH2:10][C:11]2[C:12]([NH:19][CH2:20][CH2:21][CH2:22][CH2:23][CH3:24])=[N:13][C:14]([NH2:18])=[N:15][C:16]=2[CH3:17])=[CH:8][CH:7]=1, predict the reaction product. The product is: [NH2:18][C:14]1[N:15]=[C:16]([CH3:17])[C:11]([CH2:10][C:9]2[CH:25]=[CH:26][C:6]([CH2:5][C:1]#[N:2])=[CH:7][CH:8]=2)=[C:12]([NH:19][CH2:20][CH2:21][CH2:22][CH2:23][CH3:24])[N:13]=1. (5) Given the reactants [NH:1]1[C:9]2[C:4](=[CH:5][C:6]([N:10]=[CH:11][N:12]([CH3:14])[CH3:13])=[CH:7][CH:8]=2)[CH:3]=[CH:2]1.CC([O-])(C)C.[K+].[CH3:21][O:22][N:23]=[C:24]([CH2:27]Cl)[CH2:25][Cl:26], predict the reaction product. The product is: [Cl:26][CH2:25][C:24](=[N:23][O:22][CH3:21])[CH2:27][N:1]1[C:9]2[C:4](=[CH:5][C:6]([N:10]=[CH:11][N:12]([CH3:14])[CH3:13])=[CH:7][CH:8]=2)[CH:3]=[CH:2]1. (6) Given the reactants C([NH:3][C@H:4]([C:8]([O-:10])=[O:9])[CH2:5][CH2:6][CH3:7])C.[CH2:11]([O:18][C:19](=[O:23])[C@H:20](Br)[CH3:21])[C:12]1[CH:17]=[CH:16][CH:15]=[CH:14][CH:13]=1.[CH2:24](N(CC)CC)[CH3:25], predict the reaction product. The product is: [CH2:11]([O:18][C:19](=[O:23])[C@H:20]([CH3:21])[NH:3][C@H:4]([C:8]([O:10][CH2:24][CH3:25])=[O:9])[CH2:5][CH2:6][CH3:7])[C:12]1[CH:17]=[CH:16][CH:15]=[CH:14][CH:13]=1. (7) Given the reactants C[O:2][C:3](=[O:24])[CH:4]([NH:13][CH2:14][CH2:15][NH:16][C:17]([O:19][C:20]([CH3:23])([CH3:22])[CH3:21])=[O:18])[C:5]1[CH:10]=[CH:9][CH:8]=[C:7]([O:11][CH3:12])[CH:6]=1.[Li+].[OH-], predict the reaction product. The product is: [C:20]([O:19][C:17]([NH:16][CH2:15][CH2:14][NH:13][CH:4]([C:5]1[CH:10]=[CH:9][CH:8]=[C:7]([O:11][CH3:12])[CH:6]=1)[C:3]([OH:24])=[O:2])=[O:18])([CH3:23])([CH3:22])[CH3:21]. (8) Given the reactants [O:1]=[C:2]1[NH:8][C:7]2[CH:9]=[CH:10][CH:11]=[CH:12][C:6]=2[NH:5][CH2:4][C@H:3]1[NH:13][C:14]([O:16][C:17]([CH3:20])([CH3:19])[CH3:18])=[O:15].[C:21]1(=O)[CH2:26][CH2:25][CH2:24][CH2:23][CH2:22]1.[H][H].C, predict the reaction product. The product is: [O:1]=[C:2]1[NH:8][C:7]2[CH:9]=[CH:10][CH:11]=[CH:12][C:6]=2[N:5]([CH:21]2[CH2:26][CH2:25][CH2:24][CH2:23][CH2:22]2)[CH2:4][C@H:3]1[NH:13][C:14]([O:16][C:17]([CH3:20])([CH3:19])[CH3:18])=[O:15]. (9) Given the reactants [CH3:1][O:2][C:3](=[O:24])[C:4]1[CH:9]=[CH:8][CH:7]=[C:6]([CH2:10][CH2:11][CH2:12][NH:13][CH2:14][CH2:15][CH2:16][C:17]2[CH:22]=[CH:21][CH:20]=[C:19]([Cl:23])[CH:18]=2)[CH:5]=1.C(N(CC)CC)C.[CH3:32][S:33](Cl)(=[O:35])=[O:34], predict the reaction product. The product is: [CH3:1][O:2][C:3](=[O:24])[C:4]1[CH:9]=[CH:8][CH:7]=[C:6]([CH2:10][CH2:11][CH2:12][N:13]([CH2:14][CH2:15][CH2:16][C:17]2[CH:22]=[CH:21][CH:20]=[C:19]([Cl:23])[CH:18]=2)[S:33]([CH3:32])(=[O:35])=[O:34])[CH:5]=1.